Dataset: Forward reaction prediction with 1.9M reactions from USPTO patents (1976-2016). Task: Predict the product of the given reaction. (1) Given the reactants [CH3:1][CH2:2][CH2:3][CH2:4][CH2:5][CH2:6][CH3:7].[C:8]([OH:14])([C:10](F)(F)F)=[O:9].[CH2:15]([OH:17])C, predict the reaction product. The product is: [O:17]1[C:15]2[C:3](=[CH:4][CH:5]=[CH:6][CH:7]=2)[CH2:2][CH2:1][C@@H:10]1[C:8]([OH:14])=[O:9]. (2) Given the reactants Br[C:2]1[C:3]([CH3:21])([CH3:20])[O:4][C:5]2[C:10]([C:11]=1[C:12]1[CH:17]=[CH:16][C:15]([F:18])=[CH:14][CH:13]=1)=[CH:9][CH:8]=[C:7]([Cl:19])[CH:6]=2.[CH:22]1(B(O)O)[CH2:24][CH2:23]1.P([O-])([O-])([O-])=O.[K+].[K+].[K+].O, predict the reaction product. The product is: [Cl:19][C:7]1[CH:6]=[C:5]2[C:10]([C:11]([C:12]3[CH:17]=[CH:16][C:15]([F:18])=[CH:14][CH:13]=3)=[C:2]([CH:22]3[CH2:24][CH2:23]3)[C:3]([CH3:21])([CH3:20])[O:4]2)=[CH:9][CH:8]=1. (3) Given the reactants [CH3:1][O:2][C:3]1[CH:12]=[CH:11][CH:10]=[C:9]2[C:4]=1[CH2:5][CH2:6][C:7](=O)[CH2:8]2.[CH2:14]([NH2:21])[C:15]1[CH:20]=[CH:19][CH:18]=[CH:17][CH:16]=1.CC(O)=O.[BH-](OC(C)=O)(OC(C)=O)OC(C)=O.[Na+].C([O-])(O)=O.[Na+], predict the reaction product. The product is: [CH2:14]([NH:21][CH:7]1[CH2:6][CH2:5][C:4]2[C:9](=[CH:10][CH:11]=[CH:12][C:3]=2[O:2][CH3:1])[CH2:8]1)[C:15]1[CH:20]=[CH:19][CH:18]=[CH:17][CH:16]=1. (4) Given the reactants [C:1]1([C:16]2[CH:21]=[CH:20][CH:19]=[CH:18][CH:17]=2)[CH:6]=[CH:5][CH:4]=[CH:3][C:2]=1[C:7]1[CH:15]=[CH:14][CH:13]=[C:12]2[C:8]=1[CH:9]=[CH:10][CH2:11]2.CS(C)=O.[Br:26]N1C(=O)CCC1=O.C1(C)C=CC(S(O)(=O)=O)=CC=1, predict the reaction product. The product is: [C:1]1([C:16]2[CH:17]=[CH:18][CH:19]=[CH:20][CH:21]=2)[CH:6]=[CH:5][CH:4]=[CH:3][C:2]=1[C:7]1[CH:15]=[CH:14][CH:13]=[C:12]2[C:8]=1[CH:9]=[C:10]([Br:26])[CH2:11]2. (5) Given the reactants [OH:1][C:2]1[CH:11]=[C:10]2[C:5]([C:6]([O:12][C:13]3[CH:14]=[C:15]4[C:19](=[CH:20][CH:21]=3)[NH:18][C:17]([CH3:22])=[CH:16]4)=[N:7][CH:8]=[N:9]2)=[CH:4][C:3]=1[O:23][CH3:24].O[CH2:26][CH2:27][N:28]1[CH2:33][CH2:32][O:31][CH2:30][CH2:29]1, predict the reaction product. The product is: [CH3:24][O:23][C:3]1[CH:4]=[C:5]2[C:10](=[CH:11][C:2]=1[O:1][CH2:26][CH2:27][N:28]1[CH2:33][CH2:32][O:31][CH2:30][CH2:29]1)[N:9]=[CH:8][N:7]=[C:6]2[O:12][C:13]1[CH:14]=[C:15]2[C:19](=[CH:20][CH:21]=1)[NH:18][C:17]([CH3:22])=[CH:16]2. (6) Given the reactants [C:1]1(B(O)O)[CH:6]=[CH:5][CH:4]=[CH:3][CH:2]=1.Br[C:11]1[CH:16]=[CH:15][N:14]=[C:13]([NH2:17])[CH:12]=1.C(=O)([O-])[O-].[Na+].[Na+], predict the reaction product. The product is: [C:1]1([C:11]2[CH:16]=[CH:15][N:14]=[C:13]([NH2:17])[CH:12]=2)[CH:6]=[CH:5][CH:4]=[CH:3][CH:2]=1. (7) Given the reactants Br[C:2]1[C:8](O)=[CH:7][CH:6]=[CH:5][C:3]=1O.O[C:11]1[CH:16]=[CH:15][C:14]([CH2:17][C:18](O)=[O:19])=[CH:13][CH:12]=1, predict the reaction product. The product is: [C:2]1([C:18]([CH2:17][C:14]2[CH:15]=[CH:16][CH:11]=[CH:12][CH:13]=2)=[O:19])[CH:8]=[CH:7][CH:6]=[CH:5][CH:3]=1. (8) Given the reactants [N:1]([CH2:4][CH2:5][CH2:6][CH2:7][C:8]([O:10]CC)=[O:9])=[N+:2]=[N-:3].CN(C)C=O.[OH-].[Li+].Cl, predict the reaction product. The product is: [N:1]([CH2:4][CH2:5][CH2:6][CH2:7][C:8]([OH:10])=[O:9])=[N+:2]=[N-:3].